From a dataset of Catalyst prediction with 721,799 reactions and 888 catalyst types from USPTO. Predict which catalyst facilitates the given reaction. (1) Reactant: [F:1][C:2]1[C:11]2[CH2:10][N:9]([C@H:12]([CH:16]([CH3:18])[CH3:17])[C:13](O)=[O:14])[C:8](=[O:19])[C:7]3=[CH:20][NH:21][C:5]([C:6]=23)=[N:4][CH:3]=1.[O:22]=[S:23]1(=[O:29])[CH2:27][CH2:26][CH:25]([NH2:28])[CH2:24]1.C1C=CC2N(O)N=NC=2C=1.C(Cl)CCl. Product: [F:1][C:2]1[C:11]2[CH2:10][N:9]([C@H:12]([CH:16]([CH3:17])[CH3:18])[C:13]([NH:28][CH:25]3[CH2:26][CH2:27][S:23](=[O:29])(=[O:22])[CH2:24]3)=[O:14])[C:8](=[O:19])[C:7]3=[CH:20][NH:21][C:5]([C:6]=23)=[N:4][CH:3]=1. The catalyst class is: 456. (2) Reactant: [NH:1]1[CH2:11][CH2:10][CH2:9][CH:3]([C:4]([O:6][CH2:7][CH3:8])=[O:5])[CH2:2]1.C([O-])(O)=O.[Na+].Cl[C:18]([O:20][CH2:21][C:22]1[CH:27]=[CH:26][CH:25]=[CH:24][CH:23]=1)=[O:19]. Product: [CH2:7]([O:6][C:4]([CH:3]1[CH2:9][CH2:10][CH2:11][N:1]([C:18]([O:20][CH2:21][C:22]2[CH:27]=[CH:26][CH:25]=[CH:24][CH:23]=2)=[O:19])[CH2:2]1)=[O:5])[CH3:8]. The catalyst class is: 6.